Binary Classification. Given a drug SMILES string, predict its activity (active/inactive) in a high-throughput screening assay against a specified biological target. From a dataset of HIV replication inhibition screening data with 41,000+ compounds from the AIDS Antiviral Screen. (1) The compound is O=Nc1ccc(Cl)cc1C(=O)c1ccccc1. The result is 0 (inactive). (2) The result is 0 (inactive). The drug is CC12CCC(O)CC1=CCC1C2CCC2(C)C(=NOCCN3CCCC3)CCC12. (3) The compound is O=C(NC(=Cc1ccc([N+](=O)[O-])cc1)c1nc2c(O)nc(S)nc2[nH]1)c1ccccc1. The result is 0 (inactive). (4) The molecule is Cc1c([N+](=O)[O-])c(=O)oc2c1ccc1occc(=O)c12. The result is 0 (inactive). (5) The compound is NC(C(=O)O)C1=CCCC1. The result is 0 (inactive). (6) The molecule is CCOC(=O)C1Oc2ccc([N+](=O)[O-])c3c2C1(O)CCC3. The result is 0 (inactive).